Dataset: Retrosynthesis with 50K atom-mapped reactions and 10 reaction types from USPTO. Task: Predict the reactants needed to synthesize the given product. (1) Given the product CC1CCCN1CCc1nc2ccc(-c3cccnc3)cc2s1, predict the reactants needed to synthesize it. The reactants are: CC1CCCN1CCc1nc2ccc(Br)cc2s1.OB(O)c1cccnc1. (2) The reactants are: Cc1cccc(Cl)c1C#N.O=C1CCC(=O)N1Br. Given the product N#Cc1c(Cl)cccc1CBr, predict the reactants needed to synthesize it. (3) Given the product COc1cc2c(Nc3ccc4[nH]ccc4c3)ncnc2cc1OCCCN1CCN(C)CC1, predict the reactants needed to synthesize it. The reactants are: CN1CCN(CCCO)CC1.COc1cc2c(Nc3ccc4[nH]ccc4c3)ncnc2cc1O. (4) Given the product COC(=O)[C@H](Cc1ccc(OCc2ccccc2)cc1)NC(=O)c1ccc2nc(-c3ccc(Cl)cc3)c(Cl)n2c1, predict the reactants needed to synthesize it. The reactants are: COC(=O)[C@@H](N)Cc1ccc(OCc2ccccc2)cc1.O=C(O)c1ccc2nc(-c3ccc(Cl)cc3)c(Cl)n2c1.